Dataset: Reaction yield outcomes from USPTO patents with 853,638 reactions. Task: Predict the reaction yield, written as a fraction of the theoretical maximum amount of product (1.0 means a 100% yield; for example, 0.34 means a 34% yield). The reactants are [CH3:1][S:2]([O:5][C:6]1[C:14]([O:15][CH3:16])=[CH:13][C:12]([C:17]2[N:18]([C:28]([O:30][C:31]([CH3:34])([CH3:33])[CH3:32])=[O:29])[C:19]3[C:24]([CH:25]=2)=[CH:23][C:22](C=O)=[CH:21][CH:20]=3)=[C:11]2[C:7]=1[CH2:8][NH:9][C:10]2=[O:35])(=[O:4])=[O:3].[CH3:36][O:37][CH2:38][CH2:39][NH:40][CH3:41].[C:42](O)(=O)C.C(O[BH-](OC(=O)C)OC(=O)C)(=O)C.[Na+]. The product is [CH3:1][S:2]([O:5][C:6]1[C:14]([O:15][CH3:16])=[CH:13][C:12]([C:17]2[N:18]([C:28]([O:30][C:31]([CH3:33])([CH3:34])[CH3:32])=[O:29])[C:19]3[C:24]([CH:25]=2)=[CH:23][C:22]([CH2:41][N:40]([CH3:42])[CH2:39][CH2:38][O:37][CH3:36])=[CH:21][CH:20]=3)=[C:11]2[C:7]=1[CH2:8][NH:9][C:10]2=[O:35])(=[O:4])=[O:3]. The yield is 0.600. The catalyst is C(#N)C.